This data is from Full USPTO retrosynthesis dataset with 1.9M reactions from patents (1976-2016). The task is: Predict the reactants needed to synthesize the given product. Given the product [CH:32]1([NH:35][CH2:2][CH2:3][N:4]2[C:28](=[O:29])[N:7]3[CH:8]([C:21]4[CH:26]=[CH:25][CH:24]=[C:23]([OH:27])[CH:22]=4)[C:9]4[NH:10][C:11]5[C:16]([C:17]=4[CH2:18][C:6]3([CH3:30])[C:5]2=[O:31])=[CH:15][C:14]([O:19][CH3:20])=[CH:13][CH:12]=5)[CH2:34][CH2:33]1, predict the reactants needed to synthesize it. The reactants are: Br[CH2:2][CH2:3][N:4]1[C:28](=[O:29])[N:7]2[CH:8]([C:21]3[CH:26]=[CH:25][CH:24]=[C:23]([OH:27])[CH:22]=3)[C:9]3[NH:10][C:11]4[C:16]([C:17]=3[CH2:18][C:6]2([CH3:30])[C:5]1=[O:31])=[CH:15][C:14]([O:19][CH3:20])=[CH:13][CH:12]=4.[CH:32]1([NH2:35])[CH2:34][CH2:33]1.